From a dataset of Full USPTO retrosynthesis dataset with 1.9M reactions from patents (1976-2016). Predict the reactants needed to synthesize the given product. (1) The reactants are: [C:1]([O:4][C:5](=[O:7])[CH3:6])(=O)[CH3:2].CC1[CH:14]=[C:13]([N+:15]([O-:17])=[O:16])[CH:12]=[CH:11][N+:10]=1[O-]. Given the product [C:5]([O:4][CH2:1][C:2]1[CH:14]=[C:13]([N+:15]([O-:17])=[O:16])[CH:12]=[CH:11][N:10]=1)(=[O:7])[CH3:6], predict the reactants needed to synthesize it. (2) Given the product [Br:1][C:2]1[CH:9]=[CH:8][C:5]([CH2:6][N:13]=[S:11]([CH3:14])([CH3:10])=[O:12])=[CH:4][CH:3]=1, predict the reactants needed to synthesize it. The reactants are: [Br:1][C:2]1[CH:9]=[CH:8][C:5]([CH2:6]Br)=[CH:4][CH:3]=1.[CH3:10][S:11]([CH3:14])(=[NH:13])=[O:12]. (3) The reactants are: [C:1](Cl)(=[O:5])[C:2](Cl)=O.[CH:7](/[C:10](=[CH:14]\[CH:15]=[CH2:16])/[C:11]([OH:13])=[O:12])([CH3:9])[CH3:8].[C:17]1([C:24]2[C:25](O)=[CH:26][CH:27]=[CH:28][CH:29]=2)[C:18]([OH:23])=[CH:19][CH:20]=[CH:21][CH:22]=1.[H-].[Na+]. Given the product [CH:7]([C:10](=[CH:14][CH:15]=[CH2:16])[C:11]([O:13][C:29]1[CH:28]=[CH:27][CH:26]=[CH:25][C:24]=1[C:17]1[CH:22]=[CH:21][CH:20]=[CH:19][C:18]=1[O:23][C:1](=[O:5])[C:2]([CH:10]([CH3:14])[CH3:11])=[CH:9][CH:7]=[CH2:8])=[O:12])([CH3:9])[CH3:8], predict the reactants needed to synthesize it. (4) Given the product [N:1]1[N:5]2[CH:6]=[CH:7][N:8]=[C:9]([N:10]3[CH2:14][CH2:13][C@H:12]([NH2:15])[CH2:11]3)[C:4]2=[CH:3][CH:2]=1, predict the reactants needed to synthesize it. The reactants are: [N:1]1[N:5]2[CH:6]=[CH:7][N:8]=[C:9]([N:10]3[CH2:14][CH2:13][C@H:12]([NH:15]C(=O)OC(C)(C)C)[CH2:11]3)[C:4]2=[CH:3][CH:2]=1.Cl. (5) Given the product [CH3:1][O:2][C:3]1[CH:4]=[CH:5][C:6]([C@@H:9]([N:11]2[C@H:12]3[C@H:13]([CH2:14][CH2:15][C:16]4[C:21]3=[N:20][CH:19]=[CH:18][CH:17]=4)[CH2:22][CH2:23][CH2:24]2)[CH3:10])=[CH:7][CH:8]=1, predict the reactants needed to synthesize it. The reactants are: [CH3:1][O:2][C:3]1[CH:8]=[CH:7][C:6]([C@@H:9]([NH:11][C@@H:12]2[C:21]3[N:20]=[CH:19][CH:18]=[CH:17][C:16]=3[CH2:15][CH2:14][C@@H:13]2[CH2:22][CH2:23][CH2:24]O)[CH3:10])=[CH:5][CH:4]=1.C(N(C(C)C)CC)(C)C.CS(Cl)(=O)=O. (6) Given the product [C:21]([O:20][C:18]([N:14]1[C:15]2[C:11](=[CH:10][C:9]([O:8][CH2:1][C:2]3[CH:3]=[CH:4][CH:5]=[CH:6][CH:7]=3)=[CH:17][CH:16]=2)[CH:12]=[CH:13]1)=[O:19])([CH3:24])([CH3:23])[CH3:22], predict the reactants needed to synthesize it. The reactants are: [CH2:1]([O:8][C:9]1[CH:10]=[C:11]2[C:15](=[CH:16][CH:17]=1)[NH:14][CH:13]=[CH:12]2)[C:2]1[CH:7]=[CH:6][CH:5]=[CH:4][CH:3]=1.[C:18](O[C:18]([O:20][C:21]([CH3:24])([CH3:23])[CH3:22])=[O:19])([O:20][C:21]([CH3:24])([CH3:23])[CH3:22])=[O:19]. (7) Given the product [N:30]1([C:22]([C:9]2[C:10]3[CH2:11][CH2:12][CH:13]([C:16]4[CH:17]=[CH:18][CH:19]=[CH:20][CH:21]=4)[O:14][C:15]=3[C:4]3[N:3]=[C:2]([CH3:1])[N:6]([CH3:7])[C:5]=3[CH:8]=2)=[O:24])[CH2:38][CH2:33][CH2:34]1, predict the reactants needed to synthesize it. The reactants are: [CH3:1][C:2]1[N:6]([CH3:7])[C:5]2[CH:8]=[C:9]([C:22]([OH:24])=O)[C:10]3[CH2:11][CH2:12][CH:13]([C:16]4[CH:21]=[CH:20][CH:19]=[CH:18][CH:17]=4)[O:14][C:15]=3[C:4]=2[N:3]=1.F[B-](F)(F)F.[N:30]1(OC(N(C)C)=[N+](C)C)[C:34]2C=CC=[CH:38][C:33]=2N=N1.N1CCC1.O. (8) Given the product [N+:9]([C:4]1[CH:3]=[C:2]([C:17]2[S:16][CH:20]=[CH:19][CH:18]=2)[CH:7]=[CH:6][C:5]=1[NH2:8])([O-:28])=[O:29], predict the reactants needed to synthesize it. The reactants are: Br[C:2]1[CH:3]=[C:4]([NH2:9])[C:5]([NH2:8])=[CH:6][CH:7]=1.C([O-])([O-])=O.[Na+].[Na+].[S:16]1[CH:20]=[CH:19][CH:18]=[C:17]1B(O)O.CN(C=[O:28])C.[OH2:29].